This data is from Forward reaction prediction with 1.9M reactions from USPTO patents (1976-2016). The task is: Predict the product of the given reaction. (1) Given the reactants [Br:1][C:2]1[S:6][C:5]([C:7]2[CH:12]=[CH:11][N:10]=[C:9](Cl)[N:8]=2)=[CH:4][CH:3]=1.[NH2:14][CH2:15][CH2:16][N:17]1[CH2:21][CH2:20][NH:19][C:18]1=[O:22], predict the reaction product. The product is: [Br:1][C:2]1[S:6][C:5]([C:7]2[CH:12]=[CH:11][N:10]=[C:9]([NH:14][CH2:15][CH2:16][N:17]3[CH2:21][CH2:20][NH:19][C:18]3=[O:22])[N:8]=2)=[CH:4][CH:3]=1. (2) Given the reactants Cl.[NH:2]([C:4]1[CH:9]=[C:8]([C:10]#[N:11])[CH:7]=[CH:6][N:5]=1)[NH2:3].[Cl:12][C:13]1[CH:18]=[CH:17][C:16]([C:19](=O)/[CH:20]=[CH:21]/N(C)C)=[CH:15][C:14]=1[O:26][CH3:27], predict the reaction product. The product is: [Cl:12][C:13]1[CH:18]=[CH:17][C:16]([C:19]2[N:2]([C:4]3[CH:9]=[C:8]([C:10]#[N:11])[CH:7]=[CH:6][N:5]=3)[N:3]=[CH:21][CH:20]=2)=[CH:15][C:14]=1[O:26][CH3:27].